This data is from Forward reaction prediction with 1.9M reactions from USPTO patents (1976-2016). The task is: Predict the product of the given reaction. (1) Given the reactants C1(P(C2CCCCC2)C2C=CC=CC=2C2C(C(C)C)=CC(C(C)C)=CC=2C(C)C)CCCCC1.[O:35]1[CH2:40][CH2:39][N:38]([C:41]2[N:46]=[C:45]([NH2:47])[CH:44]=[CH:43][CH:42]=2)[CH2:37][CH2:36]1.Cl[C:49]1[C:58]2[C:53](=[C:54]([Cl:59])[CH:55]=[CH:56][CH:57]=2)[N:52]=[C:51]([C:60]2[CH:65]=[C:64]([CH3:66])[CH:63]=[CH:62][N:61]=2)[C:50]=1[CH3:67].CC(C)([O-])C.[Na+], predict the reaction product. The product is: [Cl:59][C:54]1[CH:55]=[CH:56][CH:57]=[C:58]2[C:53]=1[N:52]=[C:51]([C:60]1[CH:65]=[C:64]([CH3:66])[CH:63]=[CH:62][N:61]=1)[C:50]([CH3:67])=[C:49]2[NH:47][C:45]1[CH:44]=[CH:43][CH:42]=[C:41]([N:38]2[CH2:39][CH2:40][O:35][CH2:36][CH2:37]2)[N:46]=1. (2) Given the reactants [CH2:1]([NH:3][C:4]1[C:9]([C:10](OCC)=[O:11])=[CH:8][N:7]=[C:6]([S:15][CH3:16])[N:5]=1)[CH3:2], predict the reaction product. The product is: [CH2:1]([NH:3][C:4]1[C:9]([CH2:10][OH:11])=[CH:8][N:7]=[C:6]([S:15][CH3:16])[N:5]=1)[CH3:2].